From a dataset of Full USPTO retrosynthesis dataset with 1.9M reactions from patents (1976-2016). Predict the reactants needed to synthesize the given product. (1) Given the product [CH2:1]([N:4]([CH:5]1[CH2:13][CH2:12][C:8]2[N:9]=[CH:10][S:11][C:7]=2[CH2:6]1)[CH2:15][CH2:16][CH2:17][CH2:18][NH:19][C:20]([N:22]1[CH2:27][CH2:26][N:25]([C:28]2[CH:29]=[CH:30][CH:31]=[CH:32][CH:33]=2)[CH2:24][CH2:23]1)=[O:21])[CH2:2][CH3:3], predict the reactants needed to synthesize it. The reactants are: [CH2:1]([NH:4][CH:5]1[CH2:13][CH2:12][C:8]2[N:9]=[CH:10][S:11][C:7]=2[CH2:6]1)[CH2:2][CH3:3].O=[CH:15][CH2:16][CH2:17][CH2:18][NH:19][C:20]([N:22]1[CH2:27][CH2:26][N:25]([C:28]2[CH:33]=[CH:32][CH:31]=[CH:30][CH:29]=2)[CH2:24][CH2:23]1)=[O:21]. (2) Given the product [Cl:1][C:2]1[CH:3]=[CH:4][C:5]([N:8]([CH:9]2[CH2:10][CH2:11][N:12]([CH:15]3[CH2:20][CH2:19][CH2:18][CH2:17][C:16]3=[O:21])[CH2:13][CH2:14]2)[S:30]([C:27]2[CH:26]=[CH:25][C:24]([O:23][CH3:22])=[CH:29][CH:28]=2)(=[O:32])=[O:31])=[CH:6][CH:7]=1, predict the reactants needed to synthesize it. The reactants are: [Cl:1][C:2]1[CH:7]=[CH:6][C:5]([NH:8][CH:9]2[CH2:14][CH2:13][N:12]([CH:15]3[CH2:20][CH2:19][CH2:18][CH2:17][C:16]3=[O:21])[CH2:11][CH2:10]2)=[CH:4][CH:3]=1.[CH3:22][O:23][C:24]1[CH:29]=[CH:28][C:27]([S:30](Cl)(=[O:32])=[O:31])=[CH:26][CH:25]=1. (3) Given the product [CH:9]([N:12]1[C:13]2=[N:14][C:15]([S:32][CH3:33])=[N:16][CH:17]=[C:18]2[CH2:19][N:20]([C:21]2[CH:22]=[C:23]([CH:26]=[C:27]([N+:29]([O-:31])=[O:30])[CH:28]=2)[C:24]#[N:25])[C:4]1=[O:3])([CH3:11])[CH3:10], predict the reactants needed to synthesize it. The reactants are: O=C(Cl)[O:3][C:4](Cl)(Cl)Cl.[CH:9]([NH:12][C:13]1[C:18]([CH2:19][NH:20][C:21]2[CH:22]=[C:23]([CH:26]=[C:27]([N+:29]([O-:31])=[O:30])[CH:28]=2)[C:24]#[N:25])=[CH:17][N:16]=[C:15]([S:32][CH3:33])[N:14]=1)([CH3:11])[CH3:10]. (4) Given the product [CH3:24][N:22]([CH3:23])[C:21]([CH2:20][CH2:19][C:18]1[C:14]([S:11]([C:6]2[CH:7]=[CH:8][CH:9]=[CH:10][C:5]=2[C:4]([OH:27])=[O:3])(=[O:13])=[O:12])=[C:15]([CH3:26])[NH:16][CH:17]=1)=[O:25], predict the reactants needed to synthesize it. The reactants are: C([O:3][C:4](=[O:27])[C:5]1[CH:10]=[CH:9][CH:8]=[CH:7][C:6]=1[S:11]([C:14]1[C:18]([CH2:19][CH2:20][C:21](=[O:25])[N:22]([CH3:24])[CH3:23])=[CH:17][NH:16][C:15]=1[CH3:26])(=[O:13])=[O:12])C.[OH-].[Na+]. (5) Given the product [C:1]([C:5]1[CH:9]=[C:8]([CH2:10][NH2:11])[N:7]([CH3:14])[N:6]=1)([CH3:4])([CH3:2])[CH3:3], predict the reactants needed to synthesize it. The reactants are: [C:1]([C:5]1[CH:9]=[C:8]([C:10]#[N:11])[NH:7][N:6]=1)([CH3:4])([CH3:3])[CH3:2].[H-].[Na+].[CH3:14]I.O. (6) Given the product [F:1][CH2:2][C@@:3]1([C:46]([OH:48])=[O:47])[CH2:8][CH2:7][C:6]([C:9]2[C:10]([CH3:45])([CH3:44])[C@H:11]3[C@:24]([CH3:27])([CH2:25][CH:26]=2)[C@@H:23]2[C@:14]([CH3:43])([C@@:15]4([CH3:42])[C@H:20]([CH2:21][CH2:22]2)[C@H:19]2[C@H:28]([C:31]([CH3:33])=[CH2:32])[CH2:29][CH2:30][C@:18]2([NH:34][CH2:35][CH2:36][C:37]2([OH:41])[CH2:38][O:39][CH2:40]2)[CH2:17][CH2:16]4)[CH2:13][CH2:12]3)=[CH:5][CH2:4]1, predict the reactants needed to synthesize it. The reactants are: [F:1][CH2:2][C@@:3]1([C:46]([O:48]CC2C=CC=CC=2)=[O:47])[CH2:8][CH2:7][C:6]([C:9]2[C:10]([CH3:45])([CH3:44])[C@H:11]3[C@:24]([CH3:27])([CH2:25][CH:26]=2)[C@@H:23]2[C@:14]([CH3:43])([C@@:15]4([CH3:42])[C@H:20]([CH2:21][CH2:22]2)[C@H:19]2[C@H:28]([C:31]([CH3:33])=[CH2:32])[CH2:29][CH2:30][C@:18]2([NH:34][CH2:35][CH2:36][C:37]2([OH:41])[CH2:40][O:39][CH2:38]2)[CH2:17][CH2:16]4)[CH2:13][CH2:12]3)=[CH:5][CH2:4]1.[OH-].[Na+].